Dataset: Reaction yield outcomes from USPTO patents with 853,638 reactions. Task: Predict the reaction yield, written as a fraction of the theoretical maximum amount of product (1.0 means a 100% yield; for example, 0.34 means a 34% yield). (1) The reactants are [C:1]([N:4]1[CH2:9][CH2:8][CH:7]([N:10]2[C:23](=[O:24])[C@H:22]([NH:25]C(=O)OCC3C=CC=CC=3)[CH2:21][C:20]3[CH:19]=[CH:18][C:17]4[NH:16][N:15]=[CH:14][C:13]=4[C:12]=3[CH2:11]2)[CH2:6][CH2:5]1)(=[O:3])[CH3:2].C1(OC)C=CC=CC=1.[CH3:44][S:45]([OH:48])(=[O:47])=[O:46]. The catalyst is ClCCl.C(OCC)C. The product is [CH3:44][S:45]([OH:48])(=[O:47])=[O:46].[C:1]([N:4]1[CH2:9][CH2:8][CH:7]([N:10]2[C:23](=[O:24])[C@H:22]([NH2:25])[CH2:21][C:20]3[CH:19]=[CH:18][C:17]4[NH:16][N:15]=[CH:14][C:13]=4[C:12]=3[CH2:11]2)[CH2:6][CH2:5]1)(=[O:3])[CH3:2]. The yield is 1.00. (2) The reactants are [CH2:1]([O:8][C:9]([NH:11][CH2:12][CH2:13][CH2:14][CH2:15][C:16]1[CH:26]=[CH:25][C:19]([O:20][CH2:21][C:22]([OH:24])=O)=[CH:18][CH:17]=1)=[O:10])[C:2]1[CH:7]=[CH:6][CH:5]=[CH:4][CH:3]=1.[NH2:27][C:28]1[CH:33]=[CH:32][CH:31]=[CH:30][CH:29]=1.CCN=C=NCCCN(C)C.Cl. The catalyst is CN(C1C=CN=CC=1)C.C(Cl)Cl. The product is [CH2:1]([O:8][C:9](=[O:10])[NH:11][CH2:12][CH2:13][CH2:14][CH2:15][C:16]1[CH:17]=[CH:18][C:19]([O:20][CH2:21][C:22](=[O:24])[NH:27][C:28]2[CH:33]=[CH:32][CH:31]=[CH:30][CH:29]=2)=[CH:25][CH:26]=1)[C:2]1[CH:3]=[CH:4][CH:5]=[CH:6][CH:7]=1. The yield is 0.990. (3) The product is [NH2:8][C:5]1[C:4]([N+:9]([O-:11])=[O:10])=[CH:3][C:2]([CH3:1])=[CH:7][C:6]=1[I:12]. The catalyst is C(O)C.[N+]([O-])([O-])=O.[Ag+]. The yield is 0.690. The reactants are [CH3:1][C:2]1[CH:7]=[CH:6][C:5]([NH2:8])=[C:4]([N+:9]([O-:11])=[O:10])[CH:3]=1.[I:12]I. (4) The reactants are Br[C:2]1[CH:7]=[CH:6][C:5]([Cl:8])=[C:4]([Cl:9])[N:3]=1.C([Mg]Cl)(C)C.[C:15]([O:19][C:20]([N:22]1[CH2:26][CH2:25][CH2:24][C:23]1([CH:30]=[O:31])[CH2:27][CH2:28][CH3:29])=[O:21])([CH3:18])([CH3:17])[CH3:16]. The catalyst is C1COCC1. The product is [C:15]([O:19][C:20]([N:22]1[CH2:26][CH2:25][CH2:24][C:23]1([CH:30]([C:2]1[CH:7]=[CH:6][C:5]([Cl:8])=[C:4]([Cl:9])[N:3]=1)[OH:31])[CH2:27][CH2:28][CH3:29])=[O:21])([CH3:17])([CH3:18])[CH3:16]. The yield is 0.560. (5) The reactants are [CH:1]([N:4]1[CH2:9][CH2:8][CH:7]([O:10][C:11]2[CH:19]=[CH:18][C:17]3[N:16]4[C@H:20]([CH3:25])[CH2:21][NH:22][C:23](=[O:24])[C:15]4=[CH:14][C:13]=3[CH:12]=2)[CH2:6][CH2:5]1)([CH3:3])[CH3:2].[CH2:26](Br)[CH3:27].[H-].[Na+]. No catalyst specified. The product is [CH2:26]([N:22]1[CH2:21][C@@H:20]([CH3:25])[N:16]2[C:17]3[CH:18]=[CH:19][C:11]([O:10][CH:7]4[CH2:8][CH2:9][N:4]([CH:1]([CH3:3])[CH3:2])[CH2:5][CH2:6]4)=[CH:12][C:13]=3[CH:14]=[C:15]2[C:23]1=[O:24])[CH3:27]. The yield is 0.760. (6) The reactants are Cl[C:2]1[N:7]=[C:6]([NH:8][C:9]2[CH:14]=[CH:13][C:12]([O:15][CH3:16])=[C:11]([Cl:17])[CH:10]=2)[N:5]=[C:4]([NH:18][CH:19]2[CH2:25][CH2:24][CH2:23][CH2:22][CH2:21][CH2:20]2)[CH:3]=1.[OH:26][CH:27]1[CH2:32][CH2:31][NH:30][CH2:29][CH2:28]1.C(N(CC)CC)C. The catalyst is C(O)CCC. The product is [Cl:17][C:11]1[CH:10]=[C:9]([NH:8][C:6]2[N:7]=[C:2]([N:30]3[CH2:31][CH2:32][CH:27]([OH:26])[CH2:28][CH2:29]3)[CH:3]=[C:4]([NH:18][CH:19]3[CH2:25][CH2:24][CH2:23][CH2:22][CH2:21][CH2:20]3)[N:5]=2)[CH:14]=[CH:13][C:12]=1[O:15][CH3:16]. The yield is 0.230. (7) The reactants are [C:1]([CH2:4][N:5]1[C:9]2=[N:10][CH:11]=[CH:12][C:13]([Cl:14])=[C:8]2[C:7]([C:15]([OH:17])=O)=[CH:6]1)(=[O:3])[NH2:2].CCN(CC)CC.[NH2:25][CH2:26][C:27]1([OH:35])[CH2:32][CH2:31][C:30]([F:34])([F:33])[CH2:29][CH2:28]1.C(Cl)CCl.N1(O)C2C=CC=CC=2N=N1. The catalyst is C1COCC1. The product is [F:33][C:30]1([F:34])[CH2:29][CH2:28][C:27]([CH2:26][NH:25][C:15]([C:7]2[C:8]3[C:9](=[N:10][CH:11]=[CH:12][C:13]=3[Cl:14])[N:5]([CH2:4][C:1](=[O:3])[NH2:2])[CH:6]=2)=[O:17])([OH:35])[CH2:32][CH2:31]1. The yield is 0.553. (8) The reactants are [C:1]([CH:3]1[CH2:7][CH2:6][CH2:5][CH2:4]1)#[CH:2].C(N(CC)CC)C.Br[C:16]1[CH:37]=[CH:36][C:19]([C:20]([NH:22][S:23]([C:26]2[CH:31]=[CH:30][CH:29]=[CH:28][C:27]=2[S:32](=[O:35])(=[O:34])[NH2:33])(=[O:25])=[O:24])=[O:21])=[CH:18][C:17]=1[O:38][CH:39]([CH3:41])[CH3:40]. The catalyst is CN(C)C=O.C1C=CC([P]([Pd]([P](C2C=CC=CC=2)(C2C=CC=CC=2)C2C=CC=CC=2)([P](C2C=CC=CC=2)(C2C=CC=CC=2)C2C=CC=CC=2)[P](C2C=CC=CC=2)(C2C=CC=CC=2)C2C=CC=CC=2)(C2C=CC=CC=2)C2C=CC=CC=2)=CC=1.[Cu]I. The product is [CH:3]1([C:1]#[C:2][C:16]2[CH:37]=[CH:36][C:19]([C:20]([NH:22][S:23]([C:26]3[CH:31]=[CH:30][CH:29]=[CH:28][C:27]=3[S:32](=[O:34])(=[O:35])[NH2:33])(=[O:24])=[O:25])=[O:21])=[CH:18][C:17]=2[O:38][CH:39]([CH3:41])[CH3:40])[CH2:7][CH2:6][CH2:5][CH2:4]1. The yield is 0.110. (9) The yield is 0.690. The product is [N+:13]([C:12]1[NH:11][CH:10]=[N:9][C:8]=1/[CH:7]=[CH:21]/[C:17]1[S:16][CH:20]=[CH:19][CH:18]=1)([O-:15])=[O:14]. The catalyst is CC(O)C. The reactants are N1CCCCC1.[CH3:7][C:8]1[N:9]=[CH:10][NH:11][C:12]=1[N+:13]([O-:15])=[O:14].[S:16]1[CH:20]=[CH:19][CH:18]=[C:17]1[CH:21]=O.CN(C=O)C.